From a dataset of Forward reaction prediction with 1.9M reactions from USPTO patents (1976-2016). Predict the product of the given reaction. (1) The product is: [CH2:17]([O:24][C:25]1[CH:26]=[CH:27][C:28]([N:31]2[C:13]([CH3:14])=[C:9]([C:6]3[CH:7]=[CH:8][C:3]([O:2][CH3:1])=[CH:4][CH:5]=3)[C:10]([CH3:11])=[N:32]2)=[CH:29][CH:30]=1)[C:18]1[CH:19]=[CH:20][CH:21]=[CH:22][CH:23]=1. Given the reactants [CH3:1][O:2][C:3]1[CH:8]=[CH:7][C:6]([CH:9]([C:13](=O)[CH3:14])[C:10](=O)[CH3:11])=[CH:5][CH:4]=1.Cl.[CH2:17]([O:24][C:25]1[CH:30]=[CH:29][C:28]([NH:31][NH2:32])=[CH:27][CH:26]=1)[C:18]1[CH:23]=[CH:22][CH:21]=[CH:20][CH:19]=1, predict the reaction product. (2) Given the reactants Cl.[C:2]([O:6][C:7]([N:9]1[CH2:12][CH:11]([CH2:13][NH2:14])[CH2:10]1)=[O:8])([CH3:5])([CH3:4])[CH3:3].CCN(CC)CC.[Cl:22][C:23]1[N:28]=[C:27](Cl)[N:26]=[C:25]([N:30]2[CH2:35][CH2:34][O:33][CH2:32][CH2:31]2)[N:24]=1, predict the reaction product. The product is: [C:2]([O:6][C:7]([N:9]1[CH2:12][CH:11]([CH2:13][NH:14][C:27]2[N:28]=[C:23]([Cl:22])[N:24]=[C:25]([N:30]3[CH2:31][CH2:32][O:33][CH2:34][CH2:35]3)[N:26]=2)[CH2:10]1)=[O:8])([CH3:5])([CH3:4])[CH3:3].